Dataset: Reaction yield outcomes from USPTO patents with 853,638 reactions. Task: Predict the reaction yield, written as a fraction of the theoretical maximum amount of product (1.0 means a 100% yield; for example, 0.34 means a 34% yield). (1) The product is [CH3:7][C@H:6]([NH:20][CH2:19][CH2:18][CH2:17][NH:16][C:15](=[O:21])[O:14][C:10]([CH3:12])([CH3:11])[CH3:13])[C:8]#[CH:9]. The catalyst is C(#N)C. The reactants are CS(O[C@@H:6]([C:8]#[CH:9])[CH3:7])(=O)=O.[C:10]([O:14][C:15](=[O:21])[NH:16][CH2:17][CH2:18][CH2:19][NH2:20])([CH3:13])([CH3:12])[CH3:11].C(=O)([O-])[O-].[K+].[K+]. The yield is 0.170. (2) The reactants are [CH2:1]([O:3][C:4]([C:6]1[CH:7]=[N:8][N:9]([C:11]2[N:15](COCCOC)[C:14]3[CH:22]=[C:23]([Cl:36])[C:24]([S:26]([C:29]4[CH:34]=[CH:33][C:32]([Cl:35])=[CH:31][CH:30]=4)(=[O:28])=[O:27])=[CH:25][C:13]=3[N:12]=2)[CH:10]=1)=[O:5])[CH3:2].CCO.Cl. The catalyst is O1CCOCC1. The product is [CH2:1]([O:3][C:4]([C:6]1[CH:7]=[N:8][N:9]([C:11]2[NH:15][C:14]3[CH:22]=[C:23]([Cl:36])[C:24]([S:26]([C:29]4[CH:34]=[CH:33][C:32]([Cl:35])=[CH:31][CH:30]=4)(=[O:27])=[O:28])=[CH:25][C:13]=3[N:12]=2)[CH:10]=1)=[O:5])[CH3:2]. The yield is 0.890. (3) The reactants are ClC1C=C(C(N)C)C2OCOC=2C=1.FC1C=C(F)C=CC=1S(C)(=O)=O.C(N(C(C)C)CC)(C)C.[Cl:35][C:36]1[CH:44]=[C:43]([CH:45]([NH:47][C:48]2[CH:53]=[C:52](F)[CH:51]=[CH:50][C:49]=2[S:55]([CH3:58])(=[O:57])=[O:56])[CH3:46])[C:39]2[O:40][CH2:41][O:42][C:38]=2[CH:37]=1.[NH:59]1[CH2:64][CH2:63][NH:62][CH2:61][CH2:60]1. The catalyst is CN(C)C=O.C(#N)C.O. The product is [Cl:35][C:36]1[CH:44]=[C:43]([CH:45]([NH:47][C:48]2[CH:53]=[C:52]([N:59]3[CH2:64][CH2:63][NH:62][CH2:61][CH2:60]3)[CH:51]=[CH:50][C:49]=2[S:55]([CH3:58])(=[O:57])=[O:56])[CH3:46])[C:39]2[O:40][CH2:41][O:42][C:38]=2[CH:37]=1. The yield is 0.140. (4) The reactants are C(O[CH:4](O)[C:5]([C:7]1[CH:8]=[C:9]([NH:13][S:14]([C:17]2[CH:22]=[CH:21][CH:20]=[CH:19][CH:18]=2)(=[O:16])=[O:15])[CH:10]=[CH:11][CH:12]=1)=[O:6])C.FC(F)(F)C(O)=O.[NH2:31][C:32]([CH3:46])([CH3:45])[CH2:33][CH2:34][N:35]1[C:39]2[CH:40]=[CH:41][CH:42]=[CH:43][C:38]=2[NH:37][C:36]1=[O:44].C(N(CC)CC)C.[BH4-].[Na+]. The catalyst is C(O)C. The product is [CH3:46][C:32]([NH:31][CH2:4][CH:5]([C:7]1[CH:8]=[C:9]([NH:13][S:14]([C:17]2[CH:18]=[CH:19][CH:20]=[CH:21][CH:22]=2)(=[O:15])=[O:16])[CH:10]=[CH:11][CH:12]=1)[OH:6])([CH3:45])[CH2:33][CH2:34][N:35]1[C:39]2[CH:40]=[CH:41][CH:42]=[CH:43][C:38]=2[NH:37][C:36]1=[O:44]. The yield is 0.520. (5) The product is [CH2:8]([O:15][C:16]1[C:17](=[O:24])[N:18]([CH3:23])[CH:19]=[C:20]([B:27]([OH:28])[OH:26])[CH:21]=1)[C:9]1[CH:14]=[CH:13][CH:12]=[CH:11][CH:10]=1. The catalyst is C1COCC1. The yield is 0.780. The reactants are C([Mg]Cl)(C)C.[Li+].[Cl-].[CH2:8]([O:15][C:16]1[C:17](=[O:24])[N:18]([CH3:23])[CH:19]=[C:20](Br)[CH:21]=1)[C:9]1[CH:14]=[CH:13][CH:12]=[CH:11][CH:10]=1.C[O:26][B:27](OC)[O:28]C. (6) The reactants are [Cl:1][C:2]1[N:3]=[C:4]([N:13]2[CH2:18][CH2:17][O:16][CH2:15][CH2:14]2)[C:5]2[S:10][C:9]([CH:11]=O)=[CH:8][C:6]=2[N:7]=1.C1COCC1.[CH3:24][NH2:25]. The catalyst is C1(C)C=CC=CC=1.O. The product is [Cl:1][C:2]1[N:3]=[C:4]([N:13]2[CH2:18][CH2:17][O:16][CH2:15][CH2:14]2)[C:5]2[S:10][C:9]([CH2:11][NH:25][CH3:24])=[CH:8][C:6]=2[N:7]=1. The yield is 0.530. (7) The reactants are [CH3:1][O:2][CH2:3][CH2:4][O:5][CH2:6][CH2:7][O:8][CH2:9][CH2:10][OH:11].[OH-].[Na+].Br[CH2:15][CH2:16][CH2:17][CH2:18][CH2:19][CH2:20][CH2:21][CH2:22][CH2:23][CH:24]=[CH2:25]. The catalyst is C(OCC)(=O)C. The product is [CH3:1][O:2][CH2:3][CH2:4][O:5][CH2:6][CH2:7][O:8][CH2:9][CH2:10][O:11][CH2:15][CH2:16][CH2:17][CH2:18][CH2:19][CH2:20][CH2:21][CH2:22][CH2:23][CH:24]=[CH2:25]. The yield is 0.560. (8) The reactants are [F:1][C:2]1([F:25])[C@@H:11]([CH2:12][O:13][C:14](=[O:16])[CH3:15])[O:10][C@H:5]([O:6]C(=O)C)[C@H:4]([O:17][C:18](=[O:20])[CH3:19])[C@H:3]1[O:21][C:22](=[O:24])[CH3:23].C(OCC)(=O)C.[BrH:32]. The catalyst is C(O)(=O)C. The product is [Br:32][C@@:5]1([O:10][C@H:11]([CH2:12][O:13][C:14](=[O:16])[CH3:15])[C:2]([F:25])([F:1])[C@H:3]([O:21][C:22](=[O:24])[CH3:23])[C@H:4]1[O:17][C:18](=[O:20])[CH3:19])[OH:6]. The yield is 0.350. (9) The reactants are [C:1]([C:5]1[CH:9]=[C:8]([NH2:10])[N:7]([C:11]2[CH:12]=[N:13][CH:14]=[C:15]([F:17])[CH:16]=2)[N:6]=1)([CH3:4])([CH3:3])[CH3:2].C(=O)([O-])[O-].[K+].[K+].Cl[C:25]([O:27][C:28]1[CH:33]=[CH:32][CH:31]=[CH:30][CH:29]=1)=[O:26]. The yield is 0.720. The catalyst is C(Cl)Cl. The product is [C:1]([C:5]1[CH:9]=[C:8]([NH:10][C:25](=[O:26])[O:27][C:28]2[CH:33]=[CH:32][CH:31]=[CH:30][CH:29]=2)[N:7]([C:11]2[CH:12]=[N:13][CH:14]=[C:15]([F:17])[CH:16]=2)[N:6]=1)([CH3:4])([CH3:2])[CH3:3]. (10) The reactants are S([O-])(O)(=O)=O.[C:6]([C:10]1[CH:15]=[CH:14][C:13]([I+:16][C:17]2[CH:22]=[CH:21][C:20]([C:23]([CH3:26])([CH3:25])[CH3:24])=[CH:19][CH:18]=2)=[CH:12][CH:11]=1)([CH3:9])([CH3:8])[CH3:7].[F:27][C:28]([F:41])([F:40])[C:29]([OH:39])([C:35]([F:38])([F:37])[F:36])[CH2:30][S:31]([O-:34])(=[O:33])=[O:32].[Na+]. The catalyst is C(Cl)Cl. The product is [F:38][C:35]([F:36])([F:37])[C:29]([OH:39])([C:28]([F:41])([F:27])[F:40])[CH2:30][S:31]([O-:34])(=[O:33])=[O:32].[C:23]([C:20]1[CH:21]=[CH:22][C:17]([I+:16][C:13]2[CH:12]=[CH:11][C:10]([C:6]([CH3:9])([CH3:8])[CH3:7])=[CH:15][CH:14]=2)=[CH:18][CH:19]=1)([CH3:26])([CH3:25])[CH3:24]. The yield is 0.720.